From a dataset of Full USPTO retrosynthesis dataset with 1.9M reactions from patents (1976-2016). Predict the reactants needed to synthesize the given product. (1) Given the product [CH:1]1([N:7]([CH2:30][CH:31]([O:32][CH3:33])[O:34][CH3:35])[C:8](=[O:29])[CH2:9][CH2:10][O:11][CH2:12][CH2:13][C:14]2[CH:19]=[CH:18][CH:17]=[C:16]([C:43]3[N:44]([CH3:49])[CH:45]=[C:46]([CH3:48])[N:47]=3)[CH:15]=2)[CH2:2][CH2:3][CH2:4][CH2:5][CH2:6]1, predict the reactants needed to synthesize it. The reactants are: [CH:1]1([N:7]([CH2:30][CH:31]([O:34][CH3:35])[O:32][CH3:33])[C:8](=[O:29])[CH2:9][CH2:10][O:11][CH2:12][CH2:13][C:14]2[CH:19]=[CH:18][CH:17]=[C:16](B3OC(C)(C)C(C)(C)O3)[CH:15]=2)[CH2:6][CH2:5][CH2:4][CH2:3][CH2:2]1.C(=O)([O-])[O-].[K+].[K+].Br[C:43]1[N:44]([CH3:49])[CH:45]=[C:46]([CH3:48])[N:47]=1. (2) Given the product [Br:1][C:2]1[CH:3]=[C:4]2[C:9](=[CH:10][CH:11]=1)[C:8](=[O:12])[NH:7][C:6](=[O:13])/[C:5]/2=[CH:14]\[NH:18][CH2:19][C:20]1[CH:25]=[CH:24][CH:23]=[CH:22][C:21]=1[OH:26], predict the reactants needed to synthesize it. The reactants are: [Br:1][C:2]1[CH:3]=[C:4]2[C:9](=[CH:10][CH:11]=1)[C:8](=[O:12])[NH:7][C:6](=[O:13])[C:5]2=[CH:14]OC.Cl.[NH2:18][CH2:19][C:20]1[CH:25]=[CH:24][CH:23]=[CH:22][C:21]=1[OH:26].CCN(CC)CC. (3) Given the product [CH3:16][C:17]1([CH3:25])[CH2:22][CH2:21][C:20](=[O:23])[CH:19]([CH:13]2[CH2:26][CH2:1][NH:11][CH:12]2[CH3:15])[C:18]1=[O:24], predict the reactants needed to synthesize it. The reactants are: [C:1]([NH:11][CH:12]([CH3:15])[CH:13]=O)(OCC1C=CC=CC=1)=O.[CH3:16][C:17]1([CH3:25])[CH2:22][CH2:21][C:20](=[O:23])[CH2:19][C:18]1=[O:24].[CH:26](OCC1C=CC=CC=1)=C.C(OC)(OC)OC.C([O-])(=O)C.C([O-])(=O)C.C([NH3+])C[NH3+]. (4) Given the product [NH2:3][C:4]1[CH:9]=[C:8]([C:10]([F:12])([F:13])[F:11])[N:7]=[CH:6][C:5]=1[N:14]([CH3:23])[C:15](=[O:21])[O:16][C:17]([CH3:18])([CH3:20])[CH3:19], predict the reactants needed to synthesize it. The reactants are: [H-].[Na+].[NH2:3][C:4]1[CH:9]=[C:8]([C:10]([F:13])([F:12])[F:11])[N:7]=[CH:6][C:5]=1[NH:14][C:15](=[O:21])[O:16][C:17]([CH3:20])([CH3:19])[CH3:18].I[CH3:23].O. (5) Given the product [Cl:1][C:2]1[CH:3]=[C:4]([C:16]([NH:18][C@H:19]([C:21]2[CH:29]=[CH:28][C:24]([C:25]([OH:27])=[O:26])=[CH:23][CH:22]=2)[CH3:20])=[O:17])[C:5]([O:8][C:9]2[CH:14]=[CH:13][CH:12]=[C:11]([C:31]3[CH:32]=[CH:33][CH:34]=[CH:35][N:30]=3)[CH:10]=2)=[N:6][CH:7]=1, predict the reactants needed to synthesize it. The reactants are: [Cl:1][C:2]1[CH:3]=[C:4]([C:16]([NH:18][C@H:19]([C:21]2[CH:29]=[CH:28][C:24]([C:25]([OH:27])=[O:26])=[CH:23][CH:22]=2)[CH3:20])=[O:17])[C:5]([O:8][C:9]2[CH:14]=[CH:13][CH:12]=[C:11](F)[CH:10]=2)=[N:6][CH:7]=1.[N:30]1[CH:35]=[CH:34][CH:33]=[CH:32][C:31]=1C1C=C(O)C=CC=1. (6) Given the product [C:24]1([CH:6]2[C:7]3[C:13]([C:14]([O:16][CH2:17][CH3:18])=[O:15])=[N:12][O:11][C:8]=3[CH2:9][CH2:10][NH:5]2)[CH:25]=[CH:26][CH:27]=[CH:28][CH:29]=1, predict the reactants needed to synthesize it. The reactants are: Cl.C([N:5]1[CH2:10][CH2:9][C:8]2(N3CCCC3)[O:11][N:12]=[C:13]([C:14]([O:16][CH2:17][CH3:18])=[O:15])[CH:7]2[CH:6]1[C:24]1[CH:29]=[CH:28][CH:27]=[CH:26][CH:25]=1)(=O)C. (7) Given the product [Cl:18][C:6]1[C:5]2[C:10](=[CH:11][C:12]([O:13][CH3:14])=[C:3]([O:2][CH3:1])[CH:4]=2)[N:9]=[CH:8][N:7]=1, predict the reactants needed to synthesize it. The reactants are: [CH3:1][O:2][C:3]1[CH:4]=[C:5]2[C:10](=[CH:11][C:12]=1[O:13][CH3:14])[N:9]=[CH:8][NH:7][C:6]2=O.O=P(Cl)(Cl)[Cl:18]. (8) The reactants are: [CH3:1][O:2][C:3]1[CH:8]=[CH:7][N+:6]([O-])=[CH:5][CH:4]=1.C[Si]([C:14]#[N:15])(C)C.CN(C)C(Cl)=O.C(=O)([O-])O.[Na+]. Given the product [CH3:1][O:2][C:3]1[CH:8]=[CH:7][N:6]=[C:5]([C:14]#[N:15])[CH:4]=1, predict the reactants needed to synthesize it. (9) Given the product [CH2:1]([O:8][C:9]1[CH:14]=[CH:13][N:12]([CH2:29][C:30](=[O:31])[C:32]2[CH:41]=[C:40]3[C:35]([CH2:36][CH2:37][N:38]([C:42](=[O:47])[C:43]([F:46])([F:44])[F:45])[CH2:39]3)=[CH:34][CH:33]=2)[C:11](=[O:15])[CH:10]=1)[C:2]1[CH:3]=[CH:4][CH:5]=[CH:6][CH:7]=1, predict the reactants needed to synthesize it. The reactants are: [CH2:1]([O:8][C:9]1[CH:14]=[CH:13][NH:12][C:11](=[O:15])[CH:10]=1)[C:2]1[CH:7]=[CH:6][CH:5]=[CH:4][CH:3]=1.CC([O-])(C)C.[K+].[I-].C([NH3+])(C)(C)C.Cl[CH2:29][C:30]([C:32]1[CH:41]=[C:40]2[C:35]([CH2:36][CH2:37][N:38]([C:42](=[O:47])[C:43]([F:46])([F:45])[F:44])[CH2:39]2)=[CH:34][CH:33]=1)=[O:31]. (10) The reactants are: [CH2:1](O)[CH2:2][CH:3]([CH3:5])[CH3:4].C(N(CC)CC)C.CS(Cl)(=O)=O.O.[NH2:20][NH2:21].[P:22](=[O:26])([OH:25])([OH:24])[OH:23]. Given the product [P:22]([OH:26])([OH:25])([OH:24])=[O:23].[CH3:4][CH:3]([CH3:5])[CH2:2][CH2:1][NH:20][NH2:21], predict the reactants needed to synthesize it.